This data is from Forward reaction prediction with 1.9M reactions from USPTO patents (1976-2016). The task is: Predict the product of the given reaction. (1) Given the reactants Cl[CH2:2][CH2:3][C:4]([C:6]1[CH:11]=[CH:10][C:9]([F:12])=[C:8]([F:13])[CH:7]=1)=[O:5].CN(C)C=O.C1(C=C(O)C=C(O)C=1)O.[N:28]([O-:30])=[O:29].[Na+], predict the reaction product. The product is: [F:13][C:8]1[CH:7]=[C:6]([C:4](=[O:5])[CH2:3][CH2:2][N+:28]([O-:30])=[O:29])[CH:11]=[CH:10][C:9]=1[F:12]. (2) Given the reactants [F:1][C:2]1[CH:7]=[CH:6][C:5]([S:8](Cl)(=O)=O)=[C:4]([C:12]([F:15])([F:14])[F:13])[CH:3]=1.O, predict the reaction product. The product is: [F:1][C:2]1[CH:7]=[CH:6][C:5]([SH:8])=[C:4]([C:12]([F:15])([F:13])[F:14])[CH:3]=1.